The task is: Predict the reaction yield, written as a fraction of the theoretical maximum amount of product (1.0 means a 100% yield; for example, 0.34 means a 34% yield).. This data is from Reaction yield outcomes from USPTO patents with 853,638 reactions. (1) The reactants are [CH3:1][O:2][C:3]1[CH:8]=[CH:7][CH:6]=[CH:5][C:4]=1[CH2:9][C:10]([O:12][CH3:13])=[O:11].C1COCC1.C([N-]C(C)C)(C)C.[Li+].[CH2:27](Br)[C:28]1[CH:33]=[CH:32][CH:31]=[CH:30][CH:29]=1. The catalyst is CCCCCCC.C1COCC1. The product is [CH3:1][O:2][C:3]1[CH:8]=[CH:7][CH:6]=[CH:5][C:4]=1[CH:9]([CH2:27][C:28]1[CH:33]=[CH:32][CH:31]=[CH:30][CH:29]=1)[C:10]([O:12][CH3:13])=[O:11]. The yield is 0.350. (2) The reactants are [NH2:1][C@@H:2]1[CH2:13][CH:12]=[CH:11][CH2:10][CH2:9][C:8](=[O:14])[O:7][C@H:6]([C:15]2[CH:20]=[CH:19][CH:18]=[CH:17][CH:16]=2)[C@H:5]([CH3:21])[N:4]([CH3:22])[C:3]1=[O:23].C(N(CC)CC)C.[C:31](OC(=O)C)(=[O:33])[CH3:32]. The catalyst is CN(C=O)C. The product is [CH3:21][C@@H:5]1[N:4]([CH3:22])[C:3](=[O:23])[C@H:2]([NH:1][C:31](=[O:33])[CH3:32])[CH2:13][CH:12]=[CH:11][CH2:10][CH2:9][C:8](=[O:14])[O:7][C@@H:6]1[C:15]1[CH:20]=[CH:19][CH:18]=[CH:17][CH:16]=1. The yield is 0.360. (3) The reactants are [Si:1]([O:8][C@@H:9]1[C@H:13]([CH2:14][O:15][Si:16]([C:19]([CH3:22])([CH3:21])[CH3:20])([CH3:18])[CH3:17])[CH2:12][C@@H:11]([O:23][C:24]2[CH:29]=[CH:28][N:27]=[C:26]([NH2:30])[C:25]=2[N+:31]([O-])=O)[CH2:10]1)([C:4]([CH3:7])([CH3:6])[CH3:5])([CH3:3])[CH3:2]. The catalyst is C(Cl)Cl.C(O)(=O)C.[Zn]. The product is [Si:1]([O:8][C@@H:9]1[C@H:13]([CH2:14][O:15][Si:16]([C:19]([CH3:22])([CH3:21])[CH3:20])([CH3:18])[CH3:17])[CH2:12][C@@H:11]([O:23][C:24]2[CH:29]=[CH:28][N:27]=[C:26]([NH2:30])[C:25]=2[NH2:31])[CH2:10]1)([C:4]([CH3:5])([CH3:6])[CH3:7])([CH3:3])[CH3:2]. The yield is 0.880. (4) The reactants are [CH3:1][O:2][C:3]([C:5]1([C:8]2[CH:13]=[C:12]([I:14])[C:11]([OH:15])=[C:10]([I:16])[CH:9]=2)[CH2:7][CH2:6]1)=[O:4].Cl[CH2:18][C:19]([CH3:21])=[CH2:20]. The catalyst is CC(C)=O.[Na+].[I-]. The product is [CH3:1][O:2][C:3]([C:5]1([C:8]2[CH:9]=[C:10]([I:16])[C:11]([O:15][CH2:20][C:19]([CH3:21])=[CH2:18])=[C:12]([I:14])[CH:13]=2)[CH2:7][CH2:6]1)=[O:4]. The yield is 0.970. (5) The reactants are [C:1]([O:5][C:6]([NH:8][CH:9]1[CH2:14][N:13]([C:15]([O-])=O)[CH2:12][C:11]([F:19])([F:18])[CH2:10]1)=[O:7])([CH3:4])([CH3:3])[CH3:2].CCN(C(C)C)C(C)C.ClC1[CH:35]=[CH:34][N:33]=[CH:32][C:31]=1[N+:36]([O-:38])=[O:37]. The catalyst is CO.CCOC(C)=O.[Pd]. The product is [F:18][C:11]1([F:19])[CH2:12][N:13]([C:15]2[CH:35]=[CH:34][N:33]=[CH:32][C:31]=2[N+:36]([O-:38])=[O:37])[CH2:14][C@@H:9]([NH:8][C:6](=[O:7])[O:5][C:1]([CH3:4])([CH3:3])[CH3:2])[CH2:10]1. The yield is 0.190. (6) The reactants are [C:1]([O:5][C:6]([N:8]1[CH2:12][CH2:11][CH2:10][CH:9]1[C:13]1[NH:14][C:15]([C:18]2[CH:23]=[CH:22][C:21]([C:24]3[C:33]4[C:28](=[C:29](OS(C(F)(F)F)(=O)=O)[CH:30]=[CH:31][CH:32]=4)[CH:27]=[CH:26][CH:25]=3)=[CH:20][CH:19]=2)=[CH:16][N:17]=1)=[O:7])([CH3:4])([CH3:3])[CH3:2].[B:42]1([B:42]2[O:46][C:45]([CH3:48])([CH3:47])[C:44]([CH3:50])([CH3:49])[O:43]2)[O:46][C:45]([CH3:48])([CH3:47])[C:44]([CH3:50])([CH3:49])[O:43]1.C([O-])(=O)C.[K+]. The catalyst is O1CCOCC1.C(OCC)(=O)C.C1C=CC(P(C2C=CC=CC=2)[C-]2C=CC=C2)=CC=1.C1C=CC(P(C2C=CC=CC=2)[C-]2C=CC=C2)=CC=1.Cl[Pd]Cl.[Fe+2]. The product is [C:1]([O:5][C:6]([N:8]1[CH2:12][CH2:11][CH2:10][CH:9]1[C:13]1[NH:14][C:15]([C:18]2[CH:23]=[CH:22][C:21]([C:24]3[C:33]4[C:28](=[C:29]([B:42]5[O:46][C:45]([CH3:48])([CH3:47])[C:44]([CH3:50])([CH3:49])[O:43]5)[CH:30]=[CH:31][CH:32]=4)[CH:27]=[CH:26][CH:25]=3)=[CH:20][CH:19]=2)=[CH:16][N:17]=1)=[O:7])([CH3:3])([CH3:2])[CH3:4]. The yield is 1.00. (7) The reactants are Br[C:2]1[CH:7]=[CH:6][C:5]([F:8])=[CH:4][N:3]=1.C[C:10]([O-:12])=[O:11].[Na+].ClCCl.[CH2:17](O)[CH3:18]. The catalyst is C1C=CC(P([C]2[CH][CH][CH][CH]2)C2C=CC=CC=2)=CC=1.C1C=CC(P([C]2[CH][CH][CH][CH]2)C2C=CC=CC=2)=CC=1.Cl[Pd]Cl.[Fe]. The product is [F:8][C:5]1[CH:6]=[CH:7][C:2]([C:10]([O:12][CH2:17][CH3:18])=[O:11])=[N:3][CH:4]=1. The yield is 0.686. (8) The reactants are [Cl:1][C:2]1[CH:7]=[CH:6][N:5]=[C:4]([NH2:8])[C:3]=1[I:9].[N+:10]([O-])([O-:12])=[O:11].[K+]. The catalyst is OS(O)(=O)=O. The product is [Cl:1][C:2]1[C:7]([N+:10]([O-:12])=[O:11])=[CH:6][N:5]=[C:4]([NH2:8])[C:3]=1[I:9]. The yield is 0.470. (9) The reactants are [CH3:1][CH2:2][CH2:3][CH2:4][CH2:5]/[CH:6]=[CH:7]/[C:8]([CH2:10][CH2:11][C:12]1[CH:17]=[CH:16][C:15]([OH:18])=[C:14]([O:19][CH3:20])[CH:13]=1)=[O:9].C(C1C(=O)C(Cl)=C(Cl)C(=O)C=1C#N)#N.O. The catalyst is O1CCCC1. The product is [OH:18][C:15]1[CH:16]=[CH:17][C:12](/[CH:11]=[CH:10]/[C:8](=[O:9])/[CH:7]=[CH:6]/[CH2:5][CH2:4][CH2:3][CH2:2][CH3:1])=[CH:13][C:14]=1[O:19][CH3:20]. The yield is 0.620. (10) The reactants are [CH:1]([NH:4][C:5]([C:7]1[CH:12]=[C:11]([O:13][C:14]2[CH:19]=[CH:18][CH:17]=[CH:16][CH:15]=2)[CH:10]=[CH:9][C:8]=1[NH:20][C:21]([C:23]1[CH:32]=[CH:31][C:26]([C:27]([O:29]C)=[O:28])=[CH:25][CH:24]=1)=[O:22])=[O:6])([CH3:3])[CH3:2].[OH-].[Na+].Cl. The catalyst is C1COCC1. The product is [CH:1]([NH:4][C:5]([C:7]1[CH:12]=[C:11]([O:13][C:14]2[CH:19]=[CH:18][CH:17]=[CH:16][CH:15]=2)[CH:10]=[CH:9][C:8]=1[NH:20][C:21]([C:23]1[CH:24]=[CH:25][C:26]([C:27]([OH:29])=[O:28])=[CH:31][CH:32]=1)=[O:22])=[O:6])([CH3:3])[CH3:2]. The yield is 0.940.